Dataset: Full USPTO retrosynthesis dataset with 1.9M reactions from patents (1976-2016). Task: Predict the reactants needed to synthesize the given product. (1) Given the product [CH2:1]([C:3]1[N:4]([C:28]2[CH:33]=[CH:32][C:31]([O:34][CH:38]3[CH2:37][CH2:36][CH2:35][C@H:39]3[OH:40])=[CH:30][CH:29]=2)[C:5](=[O:27])[C:6]([CH2:12][C:13]2[CH:18]=[CH:17][C:16]([C:19]3[C:20]([C:25]#[N:26])=[CH:21][CH:22]=[CH:23][CH:24]=3)=[CH:15][CH:14]=2)=[C:7]([CH2:9][CH2:10][CH3:11])[N:8]=1)[CH3:2], predict the reactants needed to synthesize it. The reactants are: [CH2:1]([C:3]1[N:4]([C:28]2[CH:33]=[CH:32][C:31]([OH:34])=[CH:30][CH:29]=2)[C:5](=[O:27])[C:6]([CH2:12][C:13]2[CH:18]=[CH:17][C:16]([C:19]3[C:20]([C:25]#[N:26])=[CH:21][CH:22]=[CH:23][CH:24]=3)=[CH:15][CH:14]=2)=[C:7]([CH2:9][CH2:10][CH3:11])[N:8]=1)[CH3:2].[CH:35]12[O:40][CH:39]1[CH2:38][CH2:37][CH2:36]2.C(=O)([O-])[O-].[Cs+].[Cs+]. (2) Given the product [CH:1]1([N:6]2[C:15]3[N:14]=[C:13]([NH:16][C:17]4[CH:25]=[CH:24][C:20]([C:21]([NH:63][CH:64]5[CH2:68][CH2:67][N:66]([C:69]([O:71][C:72]([CH3:75])([CH3:74])[CH3:73])=[O:70])[CH2:65]5)=[O:23])=[CH:19][C:18]=4[O:26][CH3:27])[N:12]=[CH:11][C:10]=3[N:9]([CH3:28])[C:8](=[O:29])[C@H:7]2[CH2:30][CH3:31])[CH2:2][CH2:3][CH2:4][CH2:5]1, predict the reactants needed to synthesize it. The reactants are: [CH:1]1([N:6]2[C:15]3[N:14]=[C:13]([NH:16][C:17]4[CH:25]=[CH:24][C:20]([C:21]([OH:23])=O)=[CH:19][C:18]=4[O:26][CH3:27])[N:12]=[CH:11][C:10]=3[N:9]([CH3:28])[C:8](=[O:29])[C@H:7]2[CH2:30][CH3:31])[CH2:5][CH2:4][CH2:3][CH2:2]1.CN(C(ON1N=NC2C=CC=CC1=2)=[N+](C)C)C.[B-](F)(F)(F)F.CCN(C(C)C)C(C)C.[NH2:63][CH:64]1[CH2:68][CH2:67][N:66]([C:69]([O:71][C:72]([CH3:75])([CH3:74])[CH3:73])=[O:70])[CH2:65]1.